Dataset: Full USPTO retrosynthesis dataset with 1.9M reactions from patents (1976-2016). Task: Predict the reactants needed to synthesize the given product. (1) Given the product [F:10][C:11]1[CH:16]=[CH:15][C:14]([F:17])=[CH:13][C:12]=1[C:2]1[N:9]=[CH:8][CH:7]=[CH:6][C:3]=1[C:4]#[N:5], predict the reactants needed to synthesize it. The reactants are: Cl[C:2]1[N:9]=[CH:8][CH:7]=[CH:6][C:3]=1[C:4]#[N:5].[F:10][C:11]1[CH:16]=[CH:15][C:14]([F:17])=[CH:13][C:12]=1B(O)O. (2) Given the product [CH2:1]([O:8][C:9](=[O:10])[NH:11][C:12]1[C:13]([C:30]([NH:33][C:34]2[CH:35]=[N:36][CH:37]=[CH:38][C:39]=2[N:40]2[CH2:45][C@H:44]([CH3:46])[CH2:43][C@H:42]([NH:47][C:48]([O:49][C:50]([CH3:51])([CH3:53])[CH3:52])=[O:54])[CH2:41]2)=[O:31])=[N:14][C:15]2[C:20]([CH:21]=1)=[CH:19][CH:18]=[C:17]([N:22]1[CH2:27][CH2:26][N:25]([CH3:28])[C:24](=[O:29])[CH2:23]1)[CH:16]=2)[C:2]1[CH:7]=[CH:6][CH:5]=[CH:4][CH:3]=1, predict the reactants needed to synthesize it. The reactants are: [CH2:1]([O:8][C:9]([NH:11][C:12]1[C:13]([C:30](O)=[O:31])=[N:14][C:15]2[C:20]([CH:21]=1)=[CH:19][CH:18]=[C:17]([N:22]1[CH2:27][CH2:26][N:25]([CH3:28])[C:24](=[O:29])[CH2:23]1)[CH:16]=2)=[O:10])[C:2]1[CH:7]=[CH:6][CH:5]=[CH:4][CH:3]=1.[NH2:33][C:34]1[CH:35]=[N:36][CH:37]=[CH:38][C:39]=1[N:40]1[CH2:45][C@H:44]([CH3:46])[CH2:43][C@H:42]([NH:47][C:48](=[O:54])[O:49][C:50]([CH3:53])([CH3:52])[CH3:51])[CH2:41]1.CN(C(ON1N=NC2C=CC=NC1=2)=[N+](C)C)C.F[P-](F)(F)(F)(F)F.CCN(C(C)C)C(C)C. (3) Given the product [F:25][CH2:26][CH2:27][N:28]1[CH2:29][CH2:30][CH:31]([O:34][C:35]2[CH:40]=[CH:39][C:38]([C:2]3[C:10]4[C:5](=[CH:6][CH:7]=[C:8]([NH:11][C:12](=[O:24])[CH:13]([N:19]5[CH2:23][CH2:22][CH2:21][CH2:20]5)[C:14]5[CH:18]=[CH:17][S:16][CH:15]=5)[CH:9]=4)[NH:4][N:3]=3)=[CH:37][CH:36]=2)[CH2:32][CH2:33]1, predict the reactants needed to synthesize it. The reactants are: I[C:2]1[C:10]2[C:5](=[CH:6][CH:7]=[C:8]([NH:11][C:12](=[O:24])[CH:13]([N:19]3[CH2:23][CH2:22][CH2:21][CH2:20]3)[C:14]3[CH:18]=[CH:17][S:16][CH:15]=3)[CH:9]=2)[NH:4][N:3]=1.[F:25][CH2:26][CH2:27][N:28]1[CH2:33][CH2:32][CH:31]([O:34][C:35]2[CH:40]=[CH:39][C:38](B3OC(C)(C)C(C)(C)O3)=[CH:37][CH:36]=2)[CH2:30][CH2:29]1. (4) Given the product [S:1]([O-:5])([O-:4])(=[O:3])=[O:2].[Na+:6].[Na+:6].[OH-:9].[Al+3:13].[OH-:16].[OH-:20], predict the reactants needed to synthesize it. The reactants are: [S:1]([O-:5])([O-:4])(=[O:3])=[O:2].[Na+:6].[Na+].S([O-])([O-])(=O)=[O:9].[Al+3:13].[Na+].S([O-])([O-])(=O)=[O:16].[OH-:20].[Na+]. (5) The reactants are: [CH:1]1([C:4]2[CH:5]=[C:6]([C:23]([OH:25])=[O:24])[C:7]3[CH:12]=[N:11][N:10]([CH2:13][CH2:14][NH:15][C:16]([O:18][C:19]([CH3:22])([CH3:21])[CH3:20])=[O:17])[C:8]=3[N:9]=2)[CH2:3][CH2:2]1.N[CH2:27][C:28]1[C:29](=[O:36])[NH:30][C:31]([CH3:35])=[CH:32][C:33]=1[CH3:34].ON1C2N=CC=CC=2N=N1.C(Cl)CCl.CN1CCOCC1. Given the product [CH:1]1([C:4]2[CH:5]=[C:6]([C:23]([O:25][CH2:27][C:28]3[C:29](=[O:36])[NH:30][C:31]([CH3:35])=[CH:32][C:33]=3[CH3:34])=[O:24])[C:7]3[CH:12]=[N:11][N:10]([CH2:13][CH2:14][NH:15][C:16]([O:18][C:19]([CH3:22])([CH3:20])[CH3:21])=[O:17])[C:8]=3[N:9]=2)[CH2:3][CH2:2]1, predict the reactants needed to synthesize it. (6) Given the product [CH2:19]([N:21]1[C:10](=[O:12])[C:9]2[C:8](=[CH:18][CH:17]=[CH:16][CH:15]=2)[CH:2]1[C:3]([O:5][CH2:6][CH3:7])=[O:4])[CH3:20], predict the reactants needed to synthesize it. The reactants are: Br[CH:2]([C:8]1[CH:18]=[CH:17][CH:16]=[CH:15][C:9]=1[C:10]([O:12]CC)=O)[C:3]([O:5][CH2:6][CH3:7])=[O:4].[CH2:19]([NH2:21])[CH3:20]. (7) Given the product [Br:15][C:8]1[CH:7]=[C:6]2[C:11]([C:12]3[CH:13]=[CH:14][C:2]([C:17]#[N:18])=[CH:3][C:4]=3[C:5]2=[O:16])=[CH:10][CH:9]=1, predict the reactants needed to synthesize it. The reactants are: Br[C:2]1[CH:14]=[CH:13][C:12]2[C:11]3[C:6](=[CH:7][C:8]([Br:15])=[CH:9][CH:10]=3)[C:5](=[O:16])[C:4]=2[CH:3]=1.[C:17]([Cu])#[N:18].CN(C)C=O.